Dataset: Reaction yield outcomes from USPTO patents with 853,638 reactions. Task: Predict the reaction yield, written as a fraction of the theoretical maximum amount of product (1.0 means a 100% yield; for example, 0.34 means a 34% yield). (1) The reactants are [O:1]=[C:2]1[O:22][C:16]2([CH2:21][CH2:20][CH2:19][CH2:18][CH2:17]2)[C:5]2[CH:6]=[C:7](/[C:10](/[CH3:15])=[CH:11]/[C:12]([NH2:14])=O)[CH:8]=[CH:9][C:4]=2[NH:3]1.S(Cl)(Cl)=O. The catalyst is O1CCOCC1. The product is [O:1]=[C:2]1[O:22][C:16]2([CH2:21][CH2:20][CH2:19][CH2:18][CH2:17]2)[C:5]2[CH:6]=[C:7](/[C:10](/[CH3:15])=[CH:11]/[C:12]#[N:14])[CH:8]=[CH:9][C:4]=2[NH:3]1. The yield is 0.720. (2) The reactants are [C:1]([NH:5][C:6]([C:8]1[C:16]2[C:11](=[N:12][CH:13]=[C:14](Br)[N:15]=2)[N:10]([CH2:18][O:19][CH2:20][CH2:21][Si:22]([CH3:25])([CH3:24])[CH3:23])[CH:9]=1)=[O:7])([CH3:4])([CH3:3])[CH3:2].C(C1CN(C(=O)[C@H](NC(C2C3C(=NC=C([C:47]4[C:51]5=[N:52][CH:53]=[CH:54][CH:55]=[C:50]5[N:49]([CH3:56])[N:48]=4)N=3)NC=2)=O)C)C1)#N. The catalyst is CN(C=O)C.C1C=CC([P]([Pd]([P](C2C=CC=CC=2)(C2C=CC=CC=2)C2C=CC=CC=2)([P](C2C=CC=CC=2)(C2C=CC=CC=2)C2C=CC=CC=2)[P](C2C=CC=CC=2)(C2C=CC=CC=2)C2C=CC=CC=2)(C2C=CC=CC=2)C2C=CC=CC=2)=CC=1.[Cu]I. The product is [C:1]([NH:5][C:6]([C:8]1[C:16]2[C:11](=[N:12][CH:13]=[C:14]([C:47]3[C:51]4=[N:52][CH:53]=[CH:54][CH:55]=[C:50]4[N:49]([CH3:56])[N:48]=3)[N:15]=2)[N:10]([CH2:18][O:19][CH2:20][CH2:21][Si:22]([CH3:25])([CH3:24])[CH3:23])[CH:9]=1)=[O:7])([CH3:4])([CH3:3])[CH3:2]. The yield is 0.410. (3) The reactants are [CH3:1][C:2]1[CH:7]=[CH:6][NH:5][C:4](=O)[C:3]=1[C:9]([O:11][CH3:12])=[O:10].O=P(Cl)(Cl)[Cl:15]. No catalyst specified. The product is [Cl:15][C:4]1[C:3]([C:9]([O:11][CH3:12])=[O:10])=[C:2]([CH3:1])[CH:7]=[CH:6][N:5]=1. The yield is 0.965. (4) The reactants are C([N:8]1[C:20]2[C:19]([O:21][CH2:22][CH2:23][CH2:24]Br)=[C:18]3[N:26](C(OC(C)(C)C)=O)[C:27]4[CH:28]=[CH:29][C:30]([Cl:33])=[CH:31][C:32]=4[C:17]3=[CH:16][C:15]=2[C:14]2[C:9]1=[CH:10][CH:11]=[C:12]([Cl:41])[CH:13]=2)(OC(C)(C)C)=O.C([CH:49]([NH2:56])[CH:50]1[CH2:55][CH2:54][CH2:53][NH:52][CH2:51]1)(OC(C)(C)C)=O. The yield is 0.990. The product is [Cl:41][C:12]1[CH:13]=[C:14]2[C:9](=[CH:10][CH:11]=1)[NH:8][C:20]1[C:19]([O:21][CH2:22][CH2:23][CH2:24][N:52]3[CH2:53][CH2:54][CH2:55][CH:50]([CH2:49][NH2:56])[CH2:51]3)=[C:18]3[NH:26][C:27]4[CH:28]=[CH:29][C:30]([Cl:33])=[CH:31][C:32]=4[C:17]3=[CH:16][C:15]2=1. No catalyst specified. (5) The reactants are [CH:1]([O:3][CH2:4][CH2:5][O:6][NH2:7])=[CH2:2].[Li+].C[Si]([N-][Si](C)(C)C)(C)C.[F:18][C:19]1[C:24]2[N:25]=[CH:26][S:27][C:23]=2[CH:22]=[C:21]([C:28](OC)=[O:29])[C:20]=1[NH:32][C:33]1[CH:38]=[CH:37][C:36]([I:39])=[CH:35][C:34]=1[F:40]. The catalyst is C1COCC1. The product is [F:18][C:19]1[C:24]2[N:25]=[CH:26][S:27][C:23]=2[CH:22]=[C:21]([C:28]([NH:7][O:6][CH2:5][CH2:4][O:3][CH:1]=[CH2:2])=[O:29])[C:20]=1[NH:32][C:33]1[CH:38]=[CH:37][C:36]([I:39])=[CH:35][C:34]=1[F:40]. The yield is 0.980. (6) The reactants are [CH2:1]([O:3][C:4]([C:6]1[C:7]([C:14]2[CH:19]=[CH:18][N:17]=[CH:16][CH:15]=2)=[N:8][NH:9][C:10]=1[CH:11]1[CH2:13][CH2:12]1)=[O:5])[CH3:2].[F:20][C:21]([F:33])([F:32])[O:22][C:23]1[CH:24]=[C:25](B(O)O)[CH:26]=[CH:27][CH:28]=1. No catalyst specified. The product is [CH2:1]([O:3][C:4]([C:6]1[C:7]([C:14]2[CH:15]=[CH:16][N:17]=[CH:18][CH:19]=2)=[N:8][N:9]([C:25]2[CH:26]=[CH:27][CH:28]=[C:23]([O:22][C:21]([F:20])([F:32])[F:33])[CH:24]=2)[C:10]=1[CH:11]1[CH2:12][CH2:13]1)=[O:5])[CH3:2]. The yield is 0.230. (7) The reactants are C1C=CC(P(C2C=CC=CC=2)C2C=CC=CC=2)=CC=1.CC(OC(/N=N/C(OC(C)C)=O)=O)C.O[CH2:35][C@@H:36]1[C@H:41]([CH3:42])[CH2:40][CH2:39][CH2:38][N:37]1[C:43]([O:45][CH2:46][C:47]1[CH:52]=[CH:51][CH:50]=[CH:49][CH:48]=1)=[O:44].[C:53]1(=[O:63])[NH:57][C:56](=[O:58])[C:55]2=[CH:59][CH:60]=[CH:61][CH:62]=[C:54]12. The catalyst is C1COCC1. The product is [O:58]=[C:56]1[C:55]2[C:54](=[CH:62][CH:61]=[CH:60][CH:59]=2)[C:53](=[O:63])[N:57]1[CH2:35][C@@H:36]1[C@H:41]([CH3:42])[CH2:40][CH2:39][CH2:38][N:37]1[C:43]([O:45][CH2:46][C:47]1[CH:52]=[CH:51][CH:50]=[CH:49][CH:48]=1)=[O:44]. The yield is 1.10. (8) The reactants are [NH2:1][C:2]1[CH:24]=[CH:23][C:5]([C:6]2[O:7][C:8]3[C:13]([C:14](=[O:16])[CH:15]=2)=[C:12]([O:17]C)[C:11]([O:19][CH3:20])=[C:10]([O:21]C)[CH:9]=3)=[CH:4][CH:3]=1.B(Br)(Br)Br. The catalyst is C(Cl)Cl. The product is [NH2:1][C:2]1[CH:24]=[CH:23][C:5]([C:6]2[O:7][C:8]3[C:13]([C:14](=[O:16])[CH:15]=2)=[C:12]([OH:17])[C:11]([O:19][CH3:20])=[C:10]([OH:21])[CH:9]=3)=[CH:4][CH:3]=1. The yield is 0.430. (9) The reactants are CC1C([C:8]2[CH:13]=[CH:12][C:11]([CH2:14][OH:15])=[CH:10][CH:9]=2)=NC=CC=1.[Cr](O[Cr]([O-])(=O)=O)([O-])(=O)=[O:17].[NH+]1C=CC=CC=1.[NH+]1C=CC=CC=1.O. The catalyst is CN(C=O)C. The product is [C:14]([OH:15])(=[O:17])[C:11]1[CH:10]=[CH:9][CH:8]=[CH:13][CH:12]=1. The yield is 0.250.